Task: Predict the product of the given reaction.. Dataset: Forward reaction prediction with 1.9M reactions from USPTO patents (1976-2016) (1) Given the reactants [Br:1][C:2]1[CH:3]=[CH:4][C:5](I)=[N:6][CH:7]=1.C([Mg]Cl)(C)C.CON(C)[C:17]([C:19]1[CH:20]=[N:21][CH:22]=[N:23][CH:24]=1)=[O:18], predict the reaction product. The product is: [Br:1][C:2]1[CH:3]=[CH:4][C:5]([C:17]([C:19]2[CH:20]=[N:21][CH:22]=[N:23][CH:24]=2)=[O:18])=[N:6][CH:7]=1. (2) Given the reactants [C:1]([CH2:4][CH2:5][C:6]1[C:18]([CH2:19][CH2:20][CH2:21][CH2:22][CH2:23][CH2:24][O:25][C:26]2[CH:27]=[C:28]([C:37]3[CH:42]=[CH:41][C:40](F)=[C:39](F)[CH:38]=3)[CH:29]=[C:30]([C:32](=[O:36])[N:33](C)[CH3:34])[CH:31]=2)=[CH:17][CH:16]=[CH:15][C:7]=1[O:8][CH2:9][CH2:10][CH2:11][C:12]([OH:14])=[O:13])([OH:3])=[O:2].C(OC(=O)CCCOC1C=CC=C(CCCCCCOC2C=C(C3C=CC=CC=3)C=C(C(=O)NC[C:75]3[CH:80]=[CH:79][CH:78]=[CH:77][C:76]=3[O:81][CH:82]([F:84])[F:83])C=2)C=1CCC(=O)NOCC)C.[OH-].[Na+], predict the reaction product. The product is: [C:1]([CH2:4][CH2:5][C:6]1[C:18]([CH2:19][CH2:20][CH2:21][CH2:22][CH2:23][CH2:24][O:25][C:26]2[CH:27]=[C:28]([C:37]3[CH:42]=[CH:41][CH:40]=[CH:39][CH:38]=3)[CH:29]=[C:30]([C:32](=[O:36])[NH:33][CH2:34][C:75]3[CH:80]=[CH:79][CH:78]=[CH:77][C:76]=3[O:81][CH:82]([F:84])[F:83])[CH:31]=2)=[CH:17][CH:16]=[CH:15][C:7]=1[O:8][CH2:9][CH2:10][CH2:11][C:12]([OH:14])=[O:13])([OH:3])=[O:2]. (3) Given the reactants [Br-].[C:2]1([S+:8]([C:15]2[CH:20]=[CH:19][CH:18]=[CH:17][CH:16]=2)[C:9]2[CH:14]=[CH:13][CH:12]=[CH:11][CH:10]=2)[CH:7]=[CH:6][CH:5]=[CH:4][CH:3]=1.[F:21][C:22]1[C:27]([OH:28])=[C:26]([F:29])[C:25]([F:30])=[C:24]([F:31])[C:23]=1[F:32], predict the reaction product. The product is: [F:21][C:22]1[C:27]([O-:28])=[C:26]([F:29])[C:25]([F:30])=[C:24]([F:31])[C:23]=1[F:32].[C:15]1([S+:8]([C:2]2[CH:3]=[CH:4][CH:5]=[CH:6][CH:7]=2)[C:9]2[CH:14]=[CH:13][CH:12]=[CH:11][CH:10]=2)[CH:16]=[CH:17][CH:18]=[CH:19][CH:20]=1. (4) Given the reactants [OH-].[Na+].[CH2:3]([O:5][C:6]1[CH:11]=[C:10]([CH2:12][N:13]2[CH2:16][C:15]3([CH2:20][C:19]([C@H:21]4[CH2:26][CH2:25][C@H:24]([C:27]([O:29]C)=[O:28])[CH2:23][CH2:22]4)=[N:18][O:17]3)[CH2:14]2)[CH:9]=[C:8]([O:31][CH2:32][CH3:33])[C:7]=1[C:34]1[CH:39]=[CH:38][C:37]([F:40])=[CH:36][CH:35]=1)[CH3:4].C1COCC1, predict the reaction product. The product is: [CH2:32]([O:31][C:8]1[CH:9]=[C:10]([CH2:12][N:13]2[CH2:14][C:15]3([CH2:20][C:19]([C@H:21]4[CH2:26][CH2:25][C@H:24]([C:27]([OH:29])=[O:28])[CH2:23][CH2:22]4)=[N:18][O:17]3)[CH2:16]2)[CH:11]=[C:6]([O:5][CH2:3][CH3:4])[C:7]=1[C:34]1[CH:39]=[CH:38][C:37]([F:40])=[CH:36][CH:35]=1)[CH3:33].